Dataset: Reaction yield outcomes from USPTO patents with 853,638 reactions. Task: Predict the reaction yield, written as a fraction of the theoretical maximum amount of product (1.0 means a 100% yield; for example, 0.34 means a 34% yield). (1) The reactants are [N:1]1([CH2:6][C:7]2[CH:8]=[C:9](Br)[C:10]([O:13][CH:14](F)F)=[N:11][CH:12]=2)[CH:5]=[N:4][CH:3]=[N:2]1.[CH3:18][O:19][C:20]1[N:25]=[C:24](B(O)O)[CH:23]=[CH:22][CH:21]=1.C1C=CC=CC=1.C(=O)([O-])[O-].[Na+].[Na+]. The catalyst is CCO.C1C=CC([P]([Pd]([P](C2C=CC=CC=2)(C2C=CC=CC=2)C2C=CC=CC=2)([P](C2C=CC=CC=2)(C2C=CC=CC=2)C2C=CC=CC=2)[P](C2C=CC=CC=2)(C2C=CC=CC=2)C2C=CC=CC=2)(C2C=CC=CC=2)C2C=CC=CC=2)=CC=1. The product is [CH3:14][O:13][C:10]1[C:9]([C:24]2[CH:23]=[CH:22][CH:21]=[C:20]([O:19][CH3:18])[N:25]=2)=[CH:8][C:7]([CH2:6][N:1]2[CH:5]=[N:4][CH:3]=[N:2]2)=[CH:12][N:11]=1. The yield is 0.250. (2) The reactants are [CH:1]([O:4][C:5](=[O:13])[C:6]1[CH:11]=[C:10](Cl)[CH:9]=[CH:8][N:7]=1)([CH3:3])[CH3:2].CC1(C)C(C)(C)OB([C:22]2[CH:23]=[C:24]3[NH:30][CH:29]=[CH:28][C:25]3=[N:26][CH:27]=2)O1.C(=O)([O-])[O-].[K+].[K+]. The catalyst is C1(C)C=CC=CC=1. The product is [NH:30]1[C:24]2[C:25](=[N:26][CH:27]=[C:22]([C:10]3[CH:9]=[CH:8][N:7]=[C:6]([C:5]([O:4][CH:1]([CH3:3])[CH3:2])=[O:13])[CH:11]=3)[CH:23]=2)[CH:28]=[CH:29]1. The yield is 0.570. (3) The reactants are [F:1][C:2]1([F:21])[CH2:5][CH:4]([O:6][C:7]2[CH:12]=[CH:11][N:10]=[C:9]([CH2:13][C:14]([O:16][C:17](C)(C)C)=[O:15])[CH:8]=2)[CH2:3]1.C(Cl)(=O)C. The catalyst is CO. The product is [F:21][C:2]1([F:1])[CH2:5][CH:4]([O:6][C:7]2[CH:12]=[CH:11][N:10]=[C:9]([CH2:13][C:14]([O:16][CH3:17])=[O:15])[CH:8]=2)[CH2:3]1. The yield is 0.980. (4) No catalyst specified. The product is [CH3:1][O:2][C:3]1[CH:4]=[C:5]2[C:13](=[CH:14][CH:15]=1)[NH:12][C:11]1[C:10](=[O:16])[NH:9][CH:8]([CH2:17][CH2:18][C:19]([O:21][CH3:22])=[O:20])[CH2:7][C:6]2=1. The yield is 0.800. The reactants are [CH3:1][O:2][C:3]1[CH:4]=[C:5]2[C:13](=[CH:14][CH:15]=1)[NH:12][C:11]1[C:10](=[O:16])[NH:9][CH:8]([CH2:17][CH2:18][C:19]([OH:21])=[O:20])[CH2:7][C:6]2=1.[CH2:22](OCC)C. (5) The reactants are [C:1]([O:5][C:6]([N:8]1[CH2:12][C@@H:11](O)[CH2:10][C@H:9]1[CH2:14][O:15][Si:16]([C:29]([CH3:32])([CH3:31])[CH3:30])([C:23]1[CH:28]=[CH:27][CH:26]=[CH:25][CH:24]=1)[C:17]1[CH:22]=[CH:21][CH:20]=[CH:19][CH:18]=1)=[O:7])([CH3:4])([CH3:3])[CH3:2].[C:33]1(=[O:43])[NH:37][C:36](=[O:38])[C:35]2=[CH:39][CH:40]=[CH:41][CH:42]=[C:34]12.C1C=CC(P(C2C=CC=CC=2)C2C=CC=CC=2)=CC=1.CC(OC(/N=N/C(OC(C)C)=O)=O)C. The catalyst is C1COCC1. The product is [C:1]([O:5][C:6]([N:8]1[CH2:12][C@@H:11]([N:37]2[C:36](=[O:38])[C:35]3=[CH:39][CH:40]=[CH:41][CH:42]=[C:34]3[C:33]2=[O:43])[CH2:10][C@H:9]1[CH2:14][O:15][Si:16]([C:29]([CH3:30])([CH3:32])[CH3:31])([C:23]1[CH:24]=[CH:25][CH:26]=[CH:27][CH:28]=1)[C:17]1[CH:18]=[CH:19][CH:20]=[CH:21][CH:22]=1)=[O:7])([CH3:2])([CH3:3])[CH3:4]. The yield is 0.690. (6) The reactants are [C:1]([C:3]1[CH:4]=[CH:5][C:6]([OH:13])=[C:7]([CH:12]=1)[C:8]([O:10]C)=O)#[N:2].[NH2:14][CH2:15][CH2:16][C:17]#[N:18].[C-]#N.[Na+].CS(C)=O. The catalyst is CO. The product is [C:1]([C:3]1[CH:4]=[CH:5][C:6]([OH:13])=[C:7]([CH:12]=1)[C:8]([NH:18][CH2:17][CH2:16][C:15]#[N:14])=[O:10])#[N:2]. The yield is 0.800. (7) The reactants are I[C:2]1[CH:7]=[CH:6][C:5]([C:8](=[C:16]2[CH2:21][C:20]([CH3:23])([CH3:22])[CH2:19][C:18]([CH3:25])([CH3:24])[CH2:17]2)[C:9]2[CH:14]=[CH:13][C:12]([OH:15])=[CH:11][CH:10]=2)=[CH:4][CH:3]=1.C(N(CC)C(C)C)(C)C.[CH2:35]([OH:39])[CH2:36][C:37]#[CH:38].[NH4+].[Cl-]. The catalyst is CN(C=O)C.Cl[Pd](Cl)([P](C1C=CC=CC=1)(C1C=CC=CC=1)C1C=CC=CC=1)[P](C1C=CC=CC=1)(C1C=CC=CC=1)C1C=CC=CC=1.[Cu]I.O. The product is [OH:39][CH2:35][CH2:36][C:37]#[C:38][C:2]1[CH:7]=[CH:6][C:5]([C:8](=[C:16]2[CH2:21][C:20]([CH3:23])([CH3:22])[CH2:19][C:18]([CH3:24])([CH3:25])[CH2:17]2)[C:9]2[CH:10]=[CH:11][C:12]([OH:15])=[CH:13][CH:14]=2)=[CH:4][CH:3]=1. The yield is 0.760. (8) The reactants are [NH2:1][C:2]1[CH:3]=[C:4]([N:8]2[C:14](=[O:15])[CH2:13][C:12](=[O:16])[NH:11][C:10]3[C:17]4[C:22]([CH:23]=[CH:24][C:9]2=3)=[CH:21][CH:20]=[CH:19][CH:18]=4)[CH:5]=[CH:6][CH:7]=1.[C:25]1([S:35](Cl)(=[O:37])=[O:36])[C:34]2[C:29](=[CH:30][CH:31]=[CH:32][CH:33]=2)[CH:28]=[CH:27][CH:26]=1. The product is [O:16]=[C:12]1[NH:11][C:10]2[C:17]3[C:22]([CH:23]=[CH:24][C:9]=2[N:8]([C:4]2[CH:3]=[C:2]([NH:1][S:35]([C:25]4[C:34]5[C:29](=[CH:30][CH:31]=[CH:32][CH:33]=5)[CH:28]=[CH:27][CH:26]=4)(=[O:37])=[O:36])[CH:7]=[CH:6][CH:5]=2)[C:14](=[O:15])[CH2:13]1)=[CH:21][CH:20]=[CH:19][CH:18]=3. No catalyst specified. The yield is 1.00.